Dataset: Forward reaction prediction with 1.9M reactions from USPTO patents (1976-2016). Task: Predict the product of the given reaction. (1) Given the reactants Br[CH2:2][CH2:3][CH2:4][CH3:5].[CH3:6][C:7]([CH:9]1[CH2:14][C:13]([CH3:16])([CH3:15])[CH2:12][CH2:11][CH2:10]1)=[O:8], predict the reaction product. The product is: [CH3:15][C:13]1([CH3:16])[CH2:12][CH2:11][CH2:10][CH:9]([C:7]([OH:8])([CH2:2][CH2:3][CH2:4][CH3:5])[CH3:6])[CH2:14]1. (2) Given the reactants NC1N(CC2C=CC=CC=2)N=NC=1C(N)=O.N1C=CC=CC=1.C(Cl)(=O)C(C)(C)C.[CH2:30]([N:37]1[C:41]([NH:42][C:43](=O)[C:44]([CH3:47])([CH3:46])[CH3:45])=[C:40]([C:49]([NH2:51])=[O:50])[N:39]=[N:38]1)[C:31]1[CH:36]=[CH:35][CH:34]=[CH:33][CH:32]=1, predict the reaction product. The product is: [CH2:30]([N:37]1[C:41]2[NH:42][C:43]([C:44]([CH3:47])([CH3:46])[CH3:45])=[N:51][C:49](=[O:50])[C:40]=2[N:39]=[N:38]1)[C:31]1[CH:36]=[CH:35][CH:34]=[CH:33][CH:32]=1. (3) Given the reactants Cl[C:2]1[C:11]2=[N:12][N:13](CC3C=CC(OC)=CC=3)[CH:14]=[C:10]2[C:9]2[CH:8]=[C:7]([O:24][CH3:25])[CH:6]=[CH:5][C:4]=2[N:3]=1.[CH2:26]([NH:34][C:35]1[CH2:40][O:39][C:38]2[CH:41]=[CH:42][C:43]([NH2:45])=[CH:44][C:37]=2[N:36]=1)[CH2:27][C:28]1[CH:33]=[CH:32][CH:31]=[CH:30][CH:29]=1.Cl, predict the reaction product. The product is: [CH3:25][O:24][C:7]1[CH:6]=[CH:5][C:4]2[N:3]=[C:2]([NH:45][C:43]3[CH:42]=[CH:41][C:38]4[O:39][CH2:40][C:35]([NH:34][CH2:26][CH2:27][C:28]5[CH:33]=[CH:32][CH:31]=[CH:30][CH:29]=5)=[N:36][C:37]=4[CH:44]=3)[C:11]3=[N:12][NH:13][CH:14]=[C:10]3[C:9]=2[CH:8]=1. (4) The product is: [ClH:16].[OH:15][CH2:14][C@H:9]1[CH2:10][C@H:11]([CH3:13])[CH2:12][NH:8]1. Given the reactants C(OC([N:8]1[CH2:12][C@@H:11]([CH3:13])[CH2:10][C@@H:9]1[CH2:14][OH:15])=O)(C)(C)C.[ClH:16].O1CCOCC1, predict the reaction product. (5) Given the reactants [CH3:1][C@H:2]1[N:7]([C:8]2[CH:13]=[CH:12][C:11]([C:14]([F:17])([F:16])[F:15])=[CH:10][N:9]=2)[CH2:6][CH2:5][N:4]([CH2:18][C:19]2[C:20]([C:24]3[NH:25][CH:26]=[C:27]([C:29]#[N:30])[N:28]=3)=[N:21][NH:22][CH:23]=2)[CH2:3]1.C([O-])([O-])=[O:32].[K+].[K+].OO, predict the reaction product. The product is: [CH3:1][C@H:2]1[N:7]([C:8]2[CH:13]=[CH:12][C:11]([C:14]([F:15])([F:17])[F:16])=[CH:10][N:9]=2)[CH2:6][CH2:5][N:4]([CH2:18][C:19]2[C:20]([C:24]3[NH:25][CH:26]=[C:27]([C:29]([NH2:30])=[O:32])[N:28]=3)=[N:21][NH:22][CH:23]=2)[CH2:3]1. (6) Given the reactants [Cl:1][C:2]1[CH:7]=[CH:6][CH:5]=[C:4]([Cl:8])[C:3]=1[C:9]1[C:10]([OH:16])=[CH:11][CH:12]=[C:13]([F:15])[CH:14]=1.[CH2:17](Br)[CH:18]=[CH2:19].C(=O)([O-])[O-].[K+].[K+].O, predict the reaction product. The product is: [CH2:19]([O:16][C:10]1[CH:11]=[CH:12][C:13]([F:15])=[CH:14][C:9]=1[C:3]1[C:2]([Cl:1])=[CH:7][CH:6]=[CH:5][C:4]=1[Cl:8])[CH:18]=[CH2:17]. (7) Given the reactants [CH3:1][O:2][C:3]1[CH:12]=[CH:11][C:10](N)=[CH:9][C:4]=1C(OC)=O.Cl.N([O-])=O.[Na+].[CH2:19]([O:21][C:22]([SH:24])=S)C.[Na].[C:26](=O)([O-])[O-].[Na+].[Na+].[S-2].[Na+].[Na+].[OH-].[Na+].COS(OC)(=O)=O, predict the reaction product. The product is: [CH3:1][O:2][C:3]1[CH:4]=[CH:9][C:10]([CH3:26])=[CH:11][C:12]=1[C:22]([O:21][CH3:19])=[S:24].